Dataset: Reaction yield outcomes from USPTO patents with 853,638 reactions. Task: Predict the reaction yield, written as a fraction of the theoretical maximum amount of product (1.0 means a 100% yield; for example, 0.34 means a 34% yield). (1) The reactants are [C:1]1([CH2:7][C:8](=O)[CH2:9][C:10]2[CH:15]=[CH:14][CH:13]=[CH:12][CH:11]=2)[CH:6]=[CH:5][CH:4]=[CH:3][CH:2]=1.B(Cl)([C@@H]1[C@@H](C)[C@H]2C(C)(C)[C@H](C2)C1)[C@@H]1[C@@H](C)[C@H]2C(C)(C)[C@H](C2)C1.[O:39]1CCCC1. No catalyst specified. The product is [C:1]1([C@H:7]([OH:39])[CH2:8][CH2:9][C:10]2[CH:15]=[CH:14][CH:13]=[CH:12][CH:11]=2)[CH:6]=[CH:5][CH:4]=[CH:3][CH:2]=1. The yield is 0.610. (2) The reactants are [CH3:1][O:2][C:3](=[O:32])[C@@H:4]([N:27]1[CH:31]=[CH:30][CH:29]=[CH:28]1)[CH2:5][C:6]1[CH:11]=[CH:10][C:9]([C:12]#[C:13][CH2:14][N:15]2[CH2:20][CH2:19][CH:18]([C:21]3[CH:26]=[CH:25][CH:24]=[CH:23][CH:22]=3)[CH2:17][CH2:16]2)=[CH:8][CH:7]=1.COC(=O)[C@@H](N1C=CC=C1)CC1C=CC(CCCN(C)C2C=CC=CC=2)=CC=1. The catalyst is C1COCC1. The product is [CH3:1][O:2][C:3](=[O:32])[C@@H:4]([N:27]1[CH:28]=[CH:29][CH:30]=[CH:31]1)[CH2:5][C:6]1[CH:7]=[CH:8][C:9]([CH2:12][CH2:13][CH2:14][N:15]2[CH2:16][CH2:17][CH:18]([C:21]3[CH:22]=[CH:23][CH:24]=[CH:25][CH:26]=3)[CH2:19][CH2:20]2)=[CH:10][CH:11]=1. The yield is 0.640. (3) The reactants are [Cl:1][C:2]1[CH:9]=[C:8]([OH:10])[CH:7]=[C:6]([F:11])[C:3]=1[CH:4]=O.Cl.[NH2:13]O.C([O-])=O.[Na+]. The catalyst is C(O)=O. The product is [Cl:1][C:2]1[CH:9]=[C:8]([OH:10])[CH:7]=[C:6]([F:11])[C:3]=1[C:4]#[N:13]. The yield is 0.560. (4) The reactants are [Cl:1][C:2]1[C:3]([O:12][C:13]2[CH:18]=[C:17]([O:19][CH2:20][CH2:21][CH2:22][O:23][CH2:24][CH2:25][O:26][CH3:27])[CH:16]=[CH:15][C:14]=2/[CH:28]=[CH:29]/[C:30]([OH:32])=O)=[N:4][CH:5]=[C:6]([C:8]([F:11])([F:10])[F:9])[CH:7]=1.Cl.C(N=C=NCCCN(C)C)C.[CH2:45]([S:50]([NH2:53])(=[O:52])=[O:51])[CH2:46][CH2:47][CH2:48][CH3:49].Cl. The catalyst is C(#N)C.CN(C)C1C=CN=CC=1.C(OCC)(=O)C. The product is [Cl:1][C:2]1[C:3]([O:12][C:13]2[CH:18]=[C:17]([O:19][CH2:20][CH2:21][CH2:22][O:23][CH2:24][CH2:25][O:26][CH3:27])[CH:16]=[CH:15][C:14]=2/[CH:28]=[CH:29]/[C:30]([NH:53][S:50]([CH2:45][CH2:46][CH2:47][CH2:48][CH3:49])(=[O:52])=[O:51])=[O:32])=[N:4][CH:5]=[C:6]([C:8]([F:9])([F:11])[F:10])[CH:7]=1. The yield is 0.540. (5) The reactants are [Cl:1][C:2]1[NH:7][C:6](=[O:8])[NH:5][C:4](=[O:9])[CH:3]=1.[H-].[Na+].[Br-].[Li+].Br[CH2:15][C:16]1[C:17]([C:22]#[N:23])=[CH:18][CH:19]=[CH:20][CH:21]=1.[H-].[Li+]. The catalyst is CN(C=O)C.CS(C)=O.CN(C=O)C.C1COCC1.CS(C)=O. The product is [Cl:1][C:2]1[N:7]([CH2:15][C:16]2[CH:21]=[CH:20][CH:19]=[CH:18][C:17]=2[C:22]#[N:23])[C:6](=[O:8])[NH:5][C:4](=[O:9])[CH:3]=1. The yield is 0.540. (6) The reactants are [NH2:1][C:2]1[N:7]=[C:6]([NH2:8])[C:5](I)=[CH:4][N:3]=1.[CH3:10][O:11][C:12]1[CH:17]=[C:16]([CH2:18][C:19]#[CH:20])[CH:15]=[C:14]([O:21][CH3:22])[C:13]=1[O:23][CH3:24]. No catalyst specified. The product is [NH2:1][C:2]1[N:7]=[C:6]([NH2:8])[C:5]([C:20]#[C:19][CH2:18][C:16]2[CH:15]=[C:14]([O:21][CH3:22])[C:13]([O:23][CH3:24])=[C:12]([O:11][CH3:10])[CH:17]=2)=[CH:4][N:3]=1. The yield is 0.800. (7) The reactants are [CH3:1][N:2]([S:22]([C:25]1[S:26][CH:27]=[CH:28][CH:29]=1)(=[O:24])=[O:23])[C:3]1[CH:4]=[C:5]([O:17][C:18]([F:21])([F:20])[F:19])[CH:6]=[C:7]2[C:11]=1[NH:10][C:9]([C:12]([O:14]CC)=[O:13])=[CH:8]2.[OH-].[Na+].O1CCCC1.C(O)(=O)CC(CC(O)=O)(C(O)=O)O. The catalyst is C(O)C. The product is [CH3:1][N:2]([S:22]([C:25]1[S:26][CH:27]=[CH:28][CH:29]=1)(=[O:23])=[O:24])[C:3]1[CH:4]=[C:5]([O:17][C:18]([F:20])([F:21])[F:19])[CH:6]=[C:7]2[C:11]=1[NH:10][C:9]([C:12]([OH:14])=[O:13])=[CH:8]2. The yield is 1.00. (8) The reactants are [Cl:1][C:2]1[N:7]=[CH:6][C:5]([S:8](Cl)(=[O:10])=[O:9])=[CH:4][CH:3]=1.[OH-].[NH4+:13]. The catalyst is CCOC(C)=O. The product is [Cl:1][C:2]1[N:7]=[CH:6][C:5]([S:8]([NH2:13])(=[O:10])=[O:9])=[CH:4][CH:3]=1. The yield is 0.690. (9) The reactants are [F:1][C:2]1[CH:3]=[CH:4][C:5]([O:9][C:10]2[CH:15]=[CH:14][CH:13]=[CH:12][CH:11]=2)=[C:6]([CH:8]=1)[NH2:7].[C:16](Cl)(=[O:18])[CH3:17]. The catalyst is N1C=CC=CC=1. The product is [F:1][C:2]1[CH:3]=[CH:4][C:5]([O:9][C:10]2[CH:15]=[CH:14][CH:13]=[CH:12][CH:11]=2)=[C:6]([NH:7][C:16](=[O:18])[CH3:17])[CH:8]=1. The yield is 0.900. (10) The reactants are [NH2:1][C:2]1[S:3][C:4]2[CH:10]=[C:9]([C:11]([OH:13])=O)[CH:8]=[CH:7][C:5]=2[N:6]=1.[NH:14]1[CH2:19][CH2:18][CH2:17][C@@H:16]2[C:20]3[CH:21]=[CH:22][CH:23]=[CH:24][C:25]=3[CH2:26][C@H:15]12.F[P-](F)(F)(F)(F)F.N1(OC(N(C)C)=[N+](C)C)C2N=CC=CC=2N=N1. No catalyst specified. The product is [NH2:1][C:2]1[S:3][C:4]2[CH:10]=[C:9]([C:11]([N:14]3[CH2:19][CH2:18][CH2:17][C@@H:16]4[C:20]5[CH:21]=[CH:22][CH:23]=[CH:24][C:25]=5[CH2:26][C@H:15]34)=[O:13])[CH:8]=[CH:7][C:5]=2[N:6]=1. The yield is 0.630.